From a dataset of Reaction yield outcomes from USPTO patents with 853,638 reactions. Predict the reaction yield, written as a fraction of the theoretical maximum amount of product (1.0 means a 100% yield; for example, 0.34 means a 34% yield). (1) The reactants are [F:1][C:2]1[CH:7]=[CH:6][C:5]([Mg]Br)=[CH:4][CH:3]=1.[CH:10]([C:12]1[CH:17]=[N:16][C:15]([C:18]([O:20][CH3:21])=[O:19])=[C:14]2[O:22][C:23]([CH3:27])([CH3:26])[O:24][CH2:25][C:13]=12)=[O:11].C(=O)(O)[O-]. No catalyst specified. The product is [F:1][C:2]1[CH:7]=[CH:6][C:5]([CH:10]([OH:11])[C:12]2[CH:17]=[N:16][C:15]([C:18]([O:20][CH3:21])=[O:19])=[C:14]3[O:22][C:23]([CH3:26])([CH3:27])[O:24][CH2:25][C:13]=23)=[CH:4][CH:3]=1. The yield is 0.470. (2) The reactants are [CH2:1]([O:3][C:4]([C:6]1[C:10]([CH3:11])=[CH:9][S:8][C:7]=1[NH2:12])=[O:5])[CH3:2].[C:13](O[C:13]([O:15][C:16]([CH3:19])([CH3:18])[CH3:17])=[O:14])([O:15][C:16]([CH3:19])([CH3:18])[CH3:17])=[O:14]. The catalyst is ClCCl.CN(C)C1C=CN=CC=1. The product is [CH2:1]([O:3][C:4]([C:6]1[C:10]([CH3:11])=[CH:9][S:8][C:7]=1[NH:12][C:13]([O:15][C:16]([CH3:19])([CH3:18])[CH3:17])=[O:14])=[O:5])[CH3:2]. The yield is 0.490. (3) The reactants are [Cl:1][C:2]1[C:7]([C:8]2[N:9]=[C:10]([N:20]3[CH2:25][CH2:24][O:23][CH2:22][CH2:21]3)[S:11][C:12]=2[C:13]2[CH:18]=[CH:17][N:16]=[C:15](Cl)[N:14]=2)=[CH:6][CH:5]=[CH:4][C:3]=1[NH:26][S:27]([C:30]1[C:35]([F:36])=[CH:34][CH:33]=[CH:32][C:31]=1[F:37])(=[O:29])=[O:28].C([O-])=O.[NH4+]. The catalyst is CCOC(C)=O.CO.[OH-].[OH-].[Pd+2]. The product is [Cl:1][C:2]1[C:7]([C:8]2[N:9]=[C:10]([N:20]3[CH2:21][CH2:22][O:23][CH2:24][CH2:25]3)[S:11][C:12]=2[C:13]2[CH:18]=[CH:17][N:16]=[CH:15][N:14]=2)=[CH:6][CH:5]=[CH:4][C:3]=1[NH:26][S:27]([C:30]1[C:35]([F:36])=[CH:34][CH:33]=[CH:32][C:31]=1[F:37])(=[O:29])=[O:28]. The yield is 0.297. (4) The reactants are CCN(CC)CC.[N:8]1[C:9]([CH2:17][CH2:18][NH2:19])=[CH:10][N:11]2[CH:16]=[CH:15][CH:14]=[CH:13][C:12]=12.Br[CH2:21][C:22]1[C:32]([F:33])=[CH:31][CH:30]=[C:29]([I:34])[C:23]=1[C:24](OCC)=[O:25]. The product is [F:33][C:32]1[CH:31]=[CH:30][C:29]([I:34])=[C:23]2[C:22]=1[CH2:21][N:19]([CH2:18][CH2:17][C:9]1[N:8]=[C:12]3[CH:13]=[CH:14][CH:15]=[CH:16][N:11]3[CH:10]=1)[C:24]2=[O:25]. The yield is 0.343. The catalyst is CC#N. (5) The reactants are [CH3:1][O:2][C:3]([C:5]1[CH:13]=[CH:12][C:8]([C:9]([OH:11])=O)=[CH:7][CH:6]=1)=[O:4].C(Cl)(=O)C(Cl)=O.[CH3:20][C:21]([CH3:60])([CH3:59])[C@H:22]([NH:45][C:46](=[O:58])[C@@H:47]([N:49]([CH3:57])[C:50](=[O:56])[O:51][C:52]([CH3:55])([CH3:54])[CH3:53])[CH3:48])[C:23](=[O:44])[N:24]1[C@H:33]([CH2:34][NH:35][CH2:36][CH2:37][C:38]2[CH:43]=[CH:42][CH:41]=[CH:40][CH:39]=2)[CH2:32][C:31]2[C:26](=[CH:27][CH:28]=[CH:29][CH:30]=2)[CH2:25]1.C(O)(C(F)(F)F)=O.CN1CCOCC1. The catalyst is ClCCCl.CN(C=O)C. The product is [C:52]([O:51][C:50]([N:49]([CH3:57])[C@@H:47]([CH3:48])[C:46]([NH:45][C@@H:22]([C:21]([CH3:60])([CH3:59])[CH3:20])[C:23]([N:24]1[C@H:33]([CH2:34][N:35]([CH2:36][CH2:37][C:38]2[CH:39]=[CH:40][CH:41]=[CH:42][CH:43]=2)[C:9]([C:8]2[CH:7]=[CH:6][C:5]([C:3]([O:2][CH3:1])=[O:4])=[CH:13][CH:12]=2)=[O:11])[CH2:32][C:31]2[C:26](=[CH:27][CH:28]=[CH:29][CH:30]=2)[CH2:25]1)=[O:44])=[O:58])=[O:56])([CH3:53])([CH3:55])[CH3:54]. The yield is 0.350. (6) The reactants are [CH3:1][O:2][C:3]1[CH:8]=[CH:7][C:6]([C:9]2[N:10]=[C:11]([C:22]3([C:28]#[N:29])[CH2:27][CH2:26][NH:25][CH2:24][CH2:23]3)[O:12][C:13]=2[C:14]2[CH:19]=[CH:18][C:17]([O:20][CH3:21])=[CH:16][CH:15]=2)=[CH:5][CH:4]=1.ClC(Cl)(O[C:34](=[O:40])OC(Cl)(Cl)Cl)Cl.C(N(CC)CC)C.Cl.[CH3:50][NH:51][OH:52]. The catalyst is O1CCCC1. The product is [CH3:1][O:2][C:3]1[CH:8]=[CH:7][C:6]([C:9]2[N:10]=[C:11]([C:22]3([C:28]#[N:29])[CH2:27][CH2:26][N:25]([C:34](=[O:40])[N:51]([OH:52])[CH3:50])[CH2:24][CH2:23]3)[O:12][C:13]=2[C:14]2[CH:15]=[CH:16][C:17]([O:20][CH3:21])=[CH:18][CH:19]=2)=[CH:5][CH:4]=1. The yield is 0.840.